From a dataset of Forward reaction prediction with 1.9M reactions from USPTO patents (1976-2016). Predict the product of the given reaction. Given the reactants CN(C)C=O.Cl[CH2:7][C:8]#[N:9].[C:10]1([C@H:20]([NH:22][C@H:23]2[CH2:27][CH2:26][C@@H:25]([C:28]3[CH:33]=[CH:32][C:31]([OH:34])=[CH:30][CH:29]=3)[CH2:24]2)[CH3:21])[C:19]2[C:14](=[CH:15][CH:16]=[CH:17][CH:18]=2)[CH:13]=[CH:12][CH:11]=1.C(=O)([O-])[O-].[K+].[K+], predict the reaction product. The product is: [C:10]1([C@H:20]([NH:22][C@H:23]2[CH2:27][CH2:26][C@@H:25]([C:28]3[CH:29]=[CH:30][C:31]([O:34][CH2:7][C:8]#[N:9])=[CH:32][CH:33]=3)[CH2:24]2)[CH3:21])[C:19]2[C:14](=[CH:15][CH:16]=[CH:17][CH:18]=2)[CH:13]=[CH:12][CH:11]=1.